From a dataset of Peptide-MHC class II binding affinity with 134,281 pairs from IEDB. Regression. Given a peptide amino acid sequence and an MHC pseudo amino acid sequence, predict their binding affinity value. This is MHC class II binding data. (1) The peptide sequence is YATFFIKANSKFIGITE. The binding affinity (normalized) is 0.529. The MHC is DRB1_0301 with pseudo-sequence DRB1_0301. (2) The MHC is DRB1_0405 with pseudo-sequence DRB1_0405. The binding affinity (normalized) is 0.168. The peptide sequence is KIDLWSYNAELLVAL.